From a dataset of Full USPTO retrosynthesis dataset with 1.9M reactions from patents (1976-2016). Predict the reactants needed to synthesize the given product. (1) Given the product [CH2:7]([O:1][CH2:2][CH:3]([CH2:5][OH:6])[OH:4])[CH2:8][CH2:9][CH2:10][CH2:11][CH2:12][CH2:13][CH2:14][CH3:15].[CH3:2][CH2:18][O:17][CH2:7][CH3:8], predict the reactants needed to synthesize it. The reactants are: [OH:1][CH2:2][CH:3]([CH2:5][OH:6])[OH:4].[C:7]([O:17][CH3:18])(=O)[CH2:8][CH2:9][CH2:10][CH2:11][CH2:12][CH2:13][CH2:14][CH3:15]. (2) Given the product [F:8][C:9]1[CH:10]=[C:11]([NH:19][C:20]([C@H:22]2[C:31]3[C:26](=[CH:27][C:28]([O:32][CH3:33])=[CH:29][CH:30]=3)[CH2:25][CH2:24][N:23]2[C:34]([C@H:36]2[CH2:39][C@H:38]([CH2:40][C:41]([OH:43])=[O:42])[CH2:37]2)=[O:35])=[O:21])[CH:12]=[CH:13][C:14]=1[Si:15]([CH3:16])([CH3:17])[CH3:18], predict the reactants needed to synthesize it. The reactants are: C(O)(C(F)(F)F)=O.[F:8][C:9]1[CH:10]=[C:11]([NH:19][C:20]([C@H:22]2[C:31]3[C:26](=[CH:27][C:28]([O:32][CH3:33])=[CH:29][CH:30]=3)[CH2:25][CH2:24][N:23]2[C:34]([C@H:36]2[CH2:39][C@H:38]([CH2:40][C:41]([O:43]C(C)(C)C)=[O:42])[CH2:37]2)=[O:35])=[O:21])[CH:12]=[CH:13][C:14]=1[Si:15]([CH3:18])([CH3:17])[CH3:16].C(=O)([O-])O.[Na+]. (3) Given the product [OH:8][C:9]1[CH:10]=[C:11]([CH:14]=[CH:15][C:16]=1[O:17][CH:18]([CH3:20])[CH3:19])[CH:12]=[O:13], predict the reactants needed to synthesize it. The reactants are: BrCCO.OCC[O:8][C:9]1[CH:10]=[C:11]([CH:14]=[CH:15][C:16]=1[O:17][CH:18]([CH3:20])[CH3:19])[CH:12]=[O:13]. (4) Given the product [Cl:1][C:2]1[CH:3]=[CH:4][C:5]([CH2:6][N:7]2[C:15]3[C:14](=[O:16])[NH:13][C:12](=[O:26])[N:11]([CH3:27])[C:10]=3[N:9]=[C:8]2[CH2:28][C:29]2[CH:34]=[C:33]([O:35][C:36]([F:38])([F:37])[F:39])[CH:32]=[CH:31][C:30]=2[F:40])=[CH:41][CH:42]=1, predict the reactants needed to synthesize it. The reactants are: [Cl:1][C:2]1[CH:42]=[CH:41][C:5]([CH2:6][N:7]2[C:15]3[C:14](=[O:16])[N:13](CC4C=CC(OC)=CC=4)[C:12](=[O:26])[N:11]([CH3:27])[C:10]=3[N:9]=[C:8]2[CH2:28][C:29]2[CH:34]=[C:33]([O:35][C:36]([F:39])([F:38])[F:37])[CH:32]=[CH:31][C:30]=2[F:40])=[CH:4][CH:3]=1.C(O)(C(F)(F)F)=O.FC(F)(F)S(O)(=O)=O. (5) Given the product [F:1][C:2]1[CH:3]=[C:4]([F:12])[C:5]2[O:9][C:8]([CH3:10])=[N+:7]([CH2:20][CH2:13][CH2:14][CH2:15][S:16]([O-:19])(=[O:18])=[O:17])[C:6]=2[CH:11]=1, predict the reactants needed to synthesize it. The reactants are: [F:1][C:2]1[CH:3]=[C:4]([F:12])[C:5]2[O:9][C:8]([CH3:10])=[N:7][C:6]=2[CH:11]=1.[CH2:13]1[CH2:20][O:19][S:16](=[O:18])(=[O:17])[CH2:15][CH2:14]1. (6) Given the product [NH2:20][C:11]1[C:10]([O:9][C:8]2[CH:7]=[CH:6][C:5]([CH2:23][C:24]([O:26][CH3:34])=[O:25])=[CH:4][C:3]=2[O:2][CH3:1])=[CH:18][CH:17]=[C:16]2[C:12]=1[CH:13]=[C:14]([CH3:19])[NH:15]2, predict the reactants needed to synthesize it. The reactants are: [CH3:1][O:2][C:3]1[CH:4]=[C:5]([CH2:23][C:24]([OH:26])=[O:25])[CH:6]=[CH:7][C:8]=1[O:9][C:10]1[C:11]([N+:20]([O-])=O)=[C:12]2[C:16](=[CH:17][CH:18]=1)[NH:15][C:14]([CH3:19])=[CH:13]2.O.O.[Sn](Cl)(Cl)(Cl)Cl.[C:34](=O)(O)[O-].[Na+]. (7) Given the product [OH:52][CH2:51][C@@H:35]1[C@H:36]([CH3:1])[CH2:37][CH2:38][CH2:39][N:40]1[C:23]([C:18]1[N:19]=[C:20]([CH3:22])[S:21][C:17]=1[C:14]1[CH:13]=[CH:12][C:11]([F:10])=[CH:16][CH:15]=1)=[O:25], predict the reactants needed to synthesize it. The reactants are: [CH3:1]CN(C(C)C)C(C)C.[F:10][C:11]1[CH:16]=[CH:15][C:14]([C:17]2[S:21][C:20]([CH3:22])=[N:19][C:18]=2[C:23]([OH:25])=O)=[CH:13][CH:12]=1.CN(C(ON1N=N[C:36]2[CH:37]=[CH:38][CH:39]=[N:40][C:35]1=2)=[N+](C)C)C.F[P-](F)(F)(F)(F)F.C[C:51](N(C)C)=[O:52]. (8) The reactants are: C(OC(=O)[NH:7][CH:8]([C:11]1[CH:16]=[CH:15][C:14]([F:17])=[C:13]([O:18][C:19]2[CH:24]=[CH:23][CH:22]=[CH:21][CH:20]=2)[C:12]=1[F:25])[CH2:9][NH2:10])(C)(C)C.[CH3:27][C:28]([CH3:30])=O.[ClH:31]. Given the product [ClH:31].[ClH:31].[F:25][C:12]1[C:13]([O:18][C:19]2[CH:20]=[CH:21][CH:22]=[CH:23][CH:24]=2)=[C:14]([F:17])[CH:15]=[CH:16][C:11]=1[CH:8]([NH2:7])[CH2:9][NH:10][CH:28]([CH3:30])[CH3:27], predict the reactants needed to synthesize it.